This data is from Reaction yield outcomes from USPTO patents with 853,638 reactions. The task is: Predict the reaction yield, written as a fraction of the theoretical maximum amount of product (1.0 means a 100% yield; for example, 0.34 means a 34% yield). (1) The reactants are C[O:2][C:3](=[O:15])[C:4]([C:6]1[CH:11]=[CH:10][C:9]([S:12][CH3:13])=[C:8]([Cl:14])[CH:7]=1)=[O:5].[OH-].[Na+].Cl. The catalyst is C1(C)C=CC=CC=1. The product is [Cl:14][C:8]1[CH:7]=[C:6]([C:4](=[O:5])[C:3]([OH:15])=[O:2])[CH:11]=[CH:10][C:9]=1[S:12][CH3:13]. The yield is 0.980. (2) The reactants are [NH2:1][C:2]1[N:26]=[C:5]2[CH:6]=[CH:7][C:8]([O:10][C:11]3[CH:12]=[CH:13][C:14]([Cl:25])=[C:15]([NH:17][C:18](=[O:24])[O:19][C:20]([CH3:23])([CH3:22])[CH3:21])[CH:16]=3)=[CH:9][N:4]2[N:3]=1.[CH:27]1([C:30](Cl)=[O:31])[CH2:29][CH2:28]1. The catalyst is CN(C)C(=O)C.C(=O)([O-])O.[Na+]. The product is [Cl:25][C:14]1[CH:13]=[CH:12][C:11]([O:10][C:8]2[CH:7]=[CH:6][C:5]3[N:4]([N:3]=[C:2]([NH:1][C:30]([CH:27]4[CH2:29][CH2:28]4)=[O:31])[N:26]=3)[CH:9]=2)=[CH:16][C:15]=1[NH:17][C:18](=[O:24])[O:19][C:20]([CH3:23])([CH3:21])[CH3:22]. The yield is 0.870. (3) The reactants are [C:1]([NH:7][C:8](=[O:30])[NH:9][C:10]1[N:15]=[CH:14][C:13]([O:16][C:17]2[CH:22]=[CH:21][N:20]=[C:19]([NH:23][C:24](=[O:29])OC(C)=C)[CH:18]=2)=[CH:12][CH:11]=1)(=[O:6])[C:2]([CH3:5])([CH3:4])[CH3:3].[CH3:31][N:32]1[CH2:37][CH2:36][NH:35][CH2:34][CH2:33]1.CN1CCCC1. The catalyst is O1CCOCC1. The product is [CH3:31][N:32]1[CH2:37][CH2:36][N:35]([C:24]([NH:23][C:19]2[CH:18]=[C:17]([O:16][C:13]3[CH:14]=[N:15][C:10]([NH:9][C:8]([NH:7][C:1](=[O:6])[C:2]([CH3:4])([CH3:5])[CH3:3])=[O:30])=[CH:11][CH:12]=3)[CH:22]=[CH:21][N:20]=2)=[O:29])[CH2:34][CH2:33]1. The yield is 0.380.